From a dataset of Full USPTO retrosynthesis dataset with 1.9M reactions from patents (1976-2016). Predict the reactants needed to synthesize the given product. (1) The reactants are: [CH2:1]([C:3]1[S:7][C:6]([CH:8]=O)=[CH:5][CH:4]=1)[CH3:2].[CH2:10]([NH:17][C:18]([C:20]1[S:24][C:23]([N:25]2[CH2:30][CH2:29][CH2:28][CH2:27][C:26]2=[O:31])=[N:22][C:21]=1[CH3:32])=[O:19])[C:11]1[CH:16]=[CH:15][CH:14]=[CH:13][CH:12]=1. Given the product [CH2:10]([NH:17][C:18]([C:20]1[S:24][C:23]([N:25]2[CH2:30][CH2:29][CH2:28][C:27](=[CH:8][C:6]3[S:7][C:3]([CH2:1][CH3:2])=[CH:4][CH:5]=3)[C:26]2=[O:31])=[N:22][C:21]=1[CH3:32])=[O:19])[C:11]1[CH:16]=[CH:15][CH:14]=[CH:13][CH:12]=1, predict the reactants needed to synthesize it. (2) Given the product [F:10][C:5]1[CH:6]=[CH:7][CH:8]=[CH:9][C:4]=1[C@:2]1([CH3:3])[C@@H:11]2[C@H:12]([CH2:13][O:14][CH2:15]2)[S:16][CH2:17][C:18]([NH2:19])=[N:1]1, predict the reactants needed to synthesize it. The reactants are: [NH2:1][C@@:2]([C@H:11]1[CH2:15][O:14][CH2:13][C@@H:12]1[S:16][CH2:17][C:18]#[N:19])([C:4]1[CH:9]=[CH:8][CH:7]=[CH:6][C:5]=1[F:10])[CH3:3].C[Al](C)C. (3) Given the product [C:18]([O:21][CH2:22][C:23]1[CH:24]=[C:25]([C:26](=[O:27])[NH:17][CH:15]([C:5]2[CH:6]=[N:7][C:8]([O:9][CH2:10][C:11]([F:14])([F:12])[F:13])=[C:3]([CH3:2])[CH:4]=2)[CH3:16])[CH:29]=[C:30]([Cl:32])[N:31]=1)(=[O:20])[CH3:19], predict the reactants needed to synthesize it. The reactants are: Cl.[CH3:2][C:3]1[CH:4]=[C:5]([CH:15]([NH2:17])[CH3:16])[CH:6]=[N:7][C:8]=1[O:9][CH2:10][C:11]([F:14])([F:13])[F:12].[C:18]([O:21][CH2:22][C:23]1[CH:24]=[C:25]([CH:29]=[C:30]([Cl:32])[N:31]=1)[C:26](O)=[O:27])(=[O:20])[CH3:19]. (4) Given the product [CH2:1]([N:8]1[CH2:13][CH2:12][N:11]([CH2:14][C:15]2[CH:20]=[CH:19][CH:18]=[CH:17][CH:16]=2)[CH2:10][C@@H:9]1[CH2:21][CH2:22][C:33]1[CH:38]=[CH:37][C:36]([C:39]([F:42])([F:41])[F:40])=[CH:35][CH:34]=1)[C:2]1[CH:3]=[CH:4][CH:5]=[CH:6][CH:7]=1, predict the reactants needed to synthesize it. The reactants are: [CH2:1]([N:8]1[CH2:13][CH2:12][N:11]([CH2:14][C:15]2[CH:20]=[CH:19][CH:18]=[CH:17][CH:16]=2)[CH2:10][C@@H:9]1[CH:21]=[CH2:22])[C:2]1[CH:7]=[CH:6][CH:5]=[CH:4][CH:3]=1.C12BC(CCC1)CCC2.I[C:33]1[CH:38]=[CH:37][C:36]([C:39]([F:42])([F:41])[F:40])=[CH:35][CH:34]=1.C1(P(C2C=CC=CC=2)C2C=CC=CC=2)C=CC=CC=1.[OH-].[Na+]. (5) Given the product [Cl:15][C:4]1[NH:3][C:2]2[C:7]([S:8][CH2:9][C:10](=[O:11])[N:1]=2)=[CH:6][N:5]=1, predict the reactants needed to synthesize it. The reactants are: [NH2:1][C:2]1[C:7]([S:8][CH2:9][C:10](OCC)=[O:11])=[CH:6][N:5]=[C:4]([Cl:15])[N:3]=1.C(=O)([O-])[O-].[Cs+].[Cs+]. (6) Given the product [CH3:32][N:33]([CH3:34])[CH2:2][CH2:1][O:7][C:8]([C:10]1[CH:11]=[CH:12][C:13]2[C:14](=[O:31])[C:15]3[C:20]([NH:21][C:22]=2[CH:23]=1)=[CH:19][C:18]([N:24]1[CH2:25][CH2:26][O:27][CH2:28][CH2:29]1)=[CH:17][C:16]=3[OH:30])=[O:9], predict the reactants needed to synthesize it. The reactants are: [CH2:1]([O:7][C:8]([C:10]1[CH:11]=[CH:12][C:13]2[C:14](=[O:31])[C:15]3[C:20]([NH:21][C:22]=2[CH:23]=1)=[CH:19][C:18]([N:24]1[CH2:29][CH2:28][O:27][CH2:26][CH2:25]1)=[CH:17][C:16]=3[OH:30])=[O:9])[CH2:2]CCCC.[CH3:32][N:33](C)[CH2:34]CO.